Predict the reaction yield, written as a fraction of the theoretical maximum amount of product (1.0 means a 100% yield; for example, 0.34 means a 34% yield). From a dataset of Reaction yield outcomes from USPTO patents with 853,638 reactions. The reactants are Br[C:2]1[CH:3]=[C:4]([N:8]2[C:12]3[CH:13]([OH:16])[CH2:14][CH2:15][C:11]=3[C:10]([C:17]([O:19][CH2:20][CH3:21])=[O:18])=[N:9]2)[CH:5]=[CH:6][CH:7]=1.[C:22]([C@:24]1([OH:31])[CH2:28][CH2:27][N:26]([CH3:29])[C:25]1=[O:30])#[CH:23]. No catalyst specified. The product is [OH:16][CH:13]1[C:12]2[N:8]([C:4]3[CH:5]=[CH:6][CH:7]=[C:2]([C:23]#[C:22][C@:24]4([OH:31])[CH2:28][CH2:27][N:26]([CH3:29])[C:25]4=[O:30])[CH:3]=3)[N:9]=[C:10]([C:17]([O:19][CH2:20][CH3:21])=[O:18])[C:11]=2[CH2:15][CH2:14]1. The yield is 0.670.